From a dataset of Reaction yield outcomes from USPTO patents with 853,638 reactions. Predict the reaction yield, written as a fraction of the theoretical maximum amount of product (1.0 means a 100% yield; for example, 0.34 means a 34% yield). The reactants are [F:1][C:2]1[CH:12]=[CH:11][C:5]([CH2:6][P:7](Cl)(Cl)=[O:8])=[CH:4][CH:3]=1.[CH:13]([Mg]Br)=[CH2:14].[Cl-].[NH4+].[CH2:19]1COC[CH2:20]1. No catalyst specified. The product is [F:1][C:2]1[CH:12]=[CH:11][C:5]([CH2:6][P:7](=[O:8])([CH:13]=[CH2:14])[CH:19]=[CH2:20])=[CH:4][CH:3]=1. The yield is 0.840.